This data is from Catalyst prediction with 721,799 reactions and 888 catalyst types from USPTO. The task is: Predict which catalyst facilitates the given reaction. (1) Reactant: [C:1]1([OH:7])[CH:6]=[CH:5][CH:4]=[CH:3][CH:2]=1.[H-].[Na+].Cl[C:11]1[C:16]([N+:17]([O-:19])=[O:18])=[C:15]([NH:20][CH2:21][CH2:22][CH2:23][CH2:24][NH:25][C:26](=[O:32])[O:27][C:28]([CH3:31])([CH3:30])[CH3:29])[CH:14]=[C:13]([CH3:33])[N:12]=1. Product: [CH3:33][C:13]1[N:12]=[C:11]([O:7][C:1]2[CH:6]=[CH:5][CH:4]=[CH:3][CH:2]=2)[C:16]([N+:17]([O-:19])=[O:18])=[C:15]([NH:20][CH2:21][CH2:22][CH2:23][CH2:24][NH:25][C:26](=[O:32])[O:27][C:28]([CH3:30])([CH3:29])[CH3:31])[CH:14]=1. The catalyst class is: 7. (2) Reactant: C([O:3][C:4](=[O:29])[CH2:5][C:6]1[CH:15]=[C:14]([C:16](=[O:27])[C:17]2[CH:22]=[CH:21][C:20]([S:23]([CH3:26])(=[O:25])=[O:24])=[CH:19][CH:18]=2)[C:13]2[C:8](=[CH:9][CH:10]=[C:11]([F:28])[CH:12]=2)[CH:7]=1)C.O.[OH-].[Li+]. Product: [F:28][C:11]1[CH:12]=[C:13]2[C:8](=[CH:9][CH:10]=1)[CH:7]=[C:6]([CH2:5][C:4]([OH:29])=[O:3])[CH:15]=[C:14]2[C:16](=[O:27])[C:17]1[CH:22]=[CH:21][C:20]([S:23]([CH3:26])(=[O:24])=[O:25])=[CH:19][CH:18]=1. The catalyst class is: 30. (3) The catalyst class is: 18. Product: [CH3:19][O:20][CH2:21][CH2:22][N:23]([CH3:24])[C:2]1[CH:7]=[C:6]([NH2:8])[C:5]([N+:9]([O-:11])=[O:10])=[CH:4][N:3]=1. Reactant: Cl[C:2]1[CH:7]=[C:6]([NH2:8])[C:5]([N+:9]([O-:11])=[O:10])=[CH:4][N:3]=1.C(N(CC)CC)C.[CH3:19][O:20][CH2:21][CH2:22][NH:23][CH3:24].